Task: Predict the reactants needed to synthesize the given product.. Dataset: Full USPTO retrosynthesis dataset with 1.9M reactions from patents (1976-2016) (1) Given the product [C:1]([SiH2:5][O:6][C:7]([CH3:45])([CH3:46])[C@@H:8]1[O:12][C:11]([CH3:13])([CH3:14])[O:10][C@@H:9]1[CH2:15][O:16][C:17]1[CH:18]=[C:19]2[C:39](=[CH:40][CH:41]=1)[C:38](=[O:42])[C:22]1[C:23]3[CH:29]=[CH:28][C:27]([C:53]#[N:54])=[CH:26][C:24]=3[O:25][C:21]=1[C:20]2([CH3:44])[CH3:43])([CH3:2])([CH3:3])[CH3:4], predict the reactants needed to synthesize it. The reactants are: [C:1]([SiH2:5][O:6][C:7]([CH3:46])([CH3:45])[C@@H:8]1[O:12][C:11]([CH3:14])([CH3:13])[O:10][C@@H:9]1[CH2:15][O:16][C:17]1[CH:18]=[C:19]2[C:39](=[CH:40][CH:41]=1)[C:38](=[O:42])[C:22]1[C:23]3[CH:29]=[CH:28][C:27](OS(C(F)(F)F)(=O)=O)=[CH:26][C:24]=3[O:25][C:21]=1[C:20]2([CH3:44])[CH3:43])([CH3:4])([CH3:3])[CH3:2].C(OCC)(=O)C.[CH3:53][N:54](C=O)C. (2) The reactants are: [NH2:1][C@@H:2]1[CH2:7][CH2:6][C@H:5]([N:8]2[C:13](=[O:14])[C:12]3[CH:15]=[C:16]([F:19])[CH:17]=[N:18][C:11]=3[N:10]([C:20]3[CH:21]=[C:22]([C:26]4[CH:31]=[CH:30][C:29]([OH:32])=[CH:28][C:27]=4[CH2:33][N:34]4[CH2:39][CH2:38][O:37][CH2:36][CH2:35]4)[CH:23]=[CH:24][CH:25]=3)[C:9]2=[O:40])[CH2:4][CH2:3]1.[F:41][C:42]1[CH:43]=[CH:44][C:45]2[N:46]([CH:48]=[C:49]([CH:51]=O)[N:50]=2)[CH:47]=1.C(O[BH-](OC(=O)C)OC(=O)C)(=O)C.[Na+]. Given the product [F:19][C:16]1[CH:17]=[N:18][C:11]2[N:10]([C:20]3[CH:21]=[C:22]([C:26]4[CH:31]=[CH:30][C:29]([OH:32])=[CH:28][C:27]=4[CH2:33][N:34]4[CH2:39][CH2:38][O:37][CH2:36][CH2:35]4)[CH:23]=[CH:24][CH:25]=3)[C:9](=[O:40])[N:8]([C@H:5]3[CH2:6][CH2:7][C@@H:2]([NH:1][CH2:51][C:49]4[N:50]=[C:45]5[CH:44]=[CH:43][C:42]([F:41])=[CH:47][N:46]5[CH:48]=4)[CH2:3][CH2:4]3)[C:13](=[O:14])[C:12]=2[CH:15]=1, predict the reactants needed to synthesize it. (3) Given the product [CH3:8][O:9][C:10]1[C:15]([O:16][CH2:17][CH2:18][NH:19][CH2:20][CH:21]([OH:37])[CH2:22][O:23][C:24]2[C:29]3[C:30]4[C:35]([NH:36][C:28]=3[CH:27]=[CH:26][CH:25]=2)=[CH:34][CH:33]=[CH:32][CH:31]=4)=[CH:14][CH:13]=[CH:12][CH:11]=1.[CH3:8][O:9][C:10]1[C:15]([O:16][CH2:17][CH2:18][NH:19][CH2:20][CH:21]([OH:37])[CH2:22][O:23][C:24]2[C:29]3[C:30]4[C:35]([NH:36][C:28]=3[CH:27]=[CH:26][CH:25]=2)=[CH:34][CH:33]=[CH:32][CH:31]=4)=[CH:14][CH:13]=[CH:12][CH:11]=1.[OH2:7].[OH:40][P:38]([OH:42])([OH:41])=[O:39].[OH:40][P:38]([OH:42])([OH:41])=[O:39], predict the reactants needed to synthesize it. The reactants are: CN1CCCC1=[O:7].[CH3:8][O:9][C:10]1[CH:11]=[CH:12][CH:13]=[CH:14][C:15]=1[O:16][CH2:17][CH2:18][NH:19][CH2:20][CH:21]([OH:37])[CH2:22][O:23][C:24]1[CH:25]=[CH:26][CH:27]=[C:28]2[NH:36][C:35]3[CH:34]=[CH:33][CH:32]=[CH:31][C:30]=3[C:29]=12.[P:38](=[O:42])([OH:41])([OH:40])[OH:39]. (4) Given the product [NH2:7][C:6]1[C:8]2[C:9](=[N:10][CH:11]=[CH:17][C:16]=2[N:18]2[CH2:24][CH2:23][CH2:22][N:21]([C:25]3[CH:26]=[CH:27][C:28]([O:31][CH3:32])=[CH:29][CH:30]=3)[CH2:20][CH2:19]2)[S:15][C:34]=1[C:35]([NH2:37])=[O:36], predict the reactants needed to synthesize it. The reactants are: CN(C)C=O.[C:6](/[C:8](=[C:16](/[N:18]1[CH2:24][CH2:23][CH2:22][N:21]([C:25]2[CH:30]=[CH:29][C:28]([O:31][CH3:32])=[CH:27][CH:26]=2)[CH2:20][CH2:19]1)\[CH3:17])/[C:9](=[S:15])/[N:10]=[CH:11]/N(C)C)#[N:7].Cl[CH2:34][C:35]([NH2:37])=[O:36].[OH-].[Na+]. (5) Given the product [NH:1]1[C:9]2[C:4](=[CH:5][CH:6]=[C:7]([OH:18])[CH:8]=2)[CH:3]=[N:2]1, predict the reactants needed to synthesize it. The reactants are: [NH:1]1[C:9]2[C:4](=[CH:5][CH:6]=[C:7](N)[CH:8]=2)[CH:3]=[N:2]1.F[B-](F)(F)F.[H+].N([O-])=[O:18].[Na+].C(=O)([O-])[O-].[Na+].[Na+].